From a dataset of Full USPTO retrosynthesis dataset with 1.9M reactions from patents (1976-2016). Predict the reactants needed to synthesize the given product. (1) Given the product [F:26][C:27]1[CH:28]=[C:29]([NH:34][C:21]([C:19]2[N:20]=[C:16]([CH2:15][O:14][C:13]3[CH:12]=[CH:11][C:10]([CH2:9][CH2:8][CH2:7][CH2:6][N:1]4[CH:5]=[CH:4][N:3]=[N:2]4)=[CH:25][CH:24]=3)[O:17][CH:18]=2)=[O:23])[CH:30]=[CH:31][C:32]=1[CH3:33], predict the reactants needed to synthesize it. The reactants are: [N:1]1([CH2:6][CH2:7][CH2:8][CH2:9][C:10]2[CH:25]=[CH:24][C:13]([O:14][CH2:15][C:16]3[O:17][CH:18]=[C:19]([C:21]([OH:23])=O)[N:20]=3)=[CH:12][CH:11]=2)[CH:5]=[CH:4][N:3]=[N:2]1.[F:26][C:27]1[CH:28]=[C:29]([NH2:34])[CH:30]=[CH:31][C:32]=1[CH3:33]. (2) Given the product [Cl:40][C:41]1[CH:48]=[CH:47][C:44]([CH:45]([OH:46])[C:11]2[C:6]3[C:5](=[O:20])[N:4]([CH2:21][CH2:22][CH2:23][O:24][CH:25]4[CH2:30][CH2:29][CH2:28][CH2:27][O:26]4)[C:3](=[O:31])[N:2]([CH3:1])[C:7]=3[N:8]=[CH:9][C:10]=2[O:12][C:13]2[CH:14]=[N:15][C:16]([CH3:19])=[CH:17][CH:18]=2)=[CH:43][CH:42]=1, predict the reactants needed to synthesize it. The reactants are: [CH3:1][N:2]1[C:7]2[N:8]=[CH:9][C:10]([O:12][C:13]3[CH:14]=[N:15][C:16]([CH3:19])=[CH:17][CH:18]=3)=[CH:11][C:6]=2[C:5](=[O:20])[N:4]([CH2:21][CH2:22][CH2:23][O:24][CH:25]2[CH2:30][CH2:29][CH2:28][CH2:27][O:26]2)[C:3]1=[O:31].[Li+].CC([N-]C(C)C)C.[Cl:40][C:41]1[CH:48]=[CH:47][C:44]([CH:45]=[O:46])=[CH:43][CH:42]=1. (3) The reactants are: [P:1](=[O:5])([OH:4])([OH:3])[OH:2].C(N(CC)CC)C.ClC(Cl)(Cl)C#N.[CH2:19](O)[C:20]1[CH:25]=[CH:24][CH:23]=[CH:22][CH:21]=1. Given the product [CH2:19]([O:5][P:1](=[O:4])([OH:3])[OH:2])[C:20]1[CH:25]=[CH:24][CH:23]=[CH:22][CH:21]=1, predict the reactants needed to synthesize it. (4) Given the product [Cl:1][C:2]1[CH:7]=[CH:6][C:5]([NH:8][C:9](=[O:11])[CH3:10])=[C:4]([O:12][CH2:18][C@@H:16]2[CH2:14][O:15]2)[CH:3]=1, predict the reactants needed to synthesize it. The reactants are: [Cl:1][C:2]1[CH:7]=[CH:6][C:5]([NH:8][C:9](=[O:11])[CH3:10])=[C:4]([OH:12])[CH:3]=1.C[CH2:14][O:15][C:16]([CH3:18])=O.O. (5) Given the product [F:1][C:2]1[C:11]2[C:6](=[CH:7][CH:8]=[CH:9][CH:10]=2)[C:5]([C@H:12]([NH:14][CH2:27][CH2:26][C@@H:18]2[CH2:19][C:20]3[C:25](=[CH:24][CH:23]=[CH:22][CH:21]=3)[C:16](=[O:15])[CH2:17]2)[CH3:13])=[CH:4][CH:3]=1, predict the reactants needed to synthesize it. The reactants are: [F:1][C:2]1[C:11]2[C:6](=[CH:7][CH:8]=[CH:9][CH:10]=2)[C:5]([C@H:12]([NH2:14])[CH3:13])=[CH:4][CH:3]=1.[O:15]=[C:16]1[C:25]2[C:20](=[CH:21][CH:22]=[CH:23][CH:24]=2)[CH2:19][C@@H:18]([CH2:26][CH:27]=O)[CH2:17]1.C(O)(=O)C.C([BH3-])#N.[Na+].C([O-])(O)=O.[Na+]. (6) Given the product [CH2:1]([O:3][C:4]([C:6]1[N:7]=[C:8]2[C:13]([C:14]([F:17])([F:16])[F:15])=[CH:12][C:11]([C:18]3[CH:23]=[CH:22][CH:21]=[CH:20][CH:19]=3)=[CH:10][N:9]2[C:24]=1[C:27]([F:33])([F:34])[F:32])=[O:5])[CH3:2], predict the reactants needed to synthesize it. The reactants are: [CH2:1]([O:3][C:4]([C:6]1[N:7]=[C:8]2[C:13]([C:14]([F:17])([F:16])[F:15])=[CH:12][C:11]([C:18]3[CH:23]=[CH:22][CH:21]=[CH:20][CH:19]=3)=[CH:10][N:9]2[C:24]=1Br)=[O:5])[CH3:2].Cl[C:27]([F:33])([F:32])C(OC)=O.[F-:34].[K+]. (7) Given the product [C:21]1([C:28]2[CH:33]=[CH:32][CH:31]=[CH:30][CH:29]=2)[CH:22]=[CH:23][C:24]([NH:27][C:16](=[O:20])[C:17]#[CH:18])=[CH:25][CH:26]=1, predict the reactants needed to synthesize it. The reactants are: C1CCC(N=C=NC2CCCCC2)CC1.[C:16]([OH:20])(=O)[C:17]#[CH:18].[C:21]1([C:28]2[CH:33]=[CH:32][CH:31]=[CH:30][CH:29]=2)[CH:26]=[CH:25][C:24]([NH2:27])=[CH:23][CH:22]=1.ClCCl.CO.